Dataset: Reaction yield outcomes from USPTO patents with 853,638 reactions. Task: Predict the reaction yield, written as a fraction of the theoretical maximum amount of product (1.0 means a 100% yield; for example, 0.34 means a 34% yield). (1) The reactants are [Br:1][C:2]1[CH:11]=[CH:10][C:9]2[O:8][C:7]3[CH2:12][CH2:13][CH2:14][O:15][C:6]=3[C:5](=[O:16])[C:4]=2[CH:3]=1.CCC(C)[BH-](C(C)CC)C(C)CC.[Li+]. The catalyst is C1COCC1. The product is [Br:1][C:2]1[CH:11]=[CH:10][C:9]2[O:8][C@@H:7]3[CH2:12][CH2:13][CH2:14][O:15][C@H:6]3[C:5](=[O:16])[C:4]=2[CH:3]=1. The yield is 0.460. (2) The reactants are Br.[NH:2]1[CH2:7][CH2:6][CH:5]([CH2:8][N:9]2[C:17]3[C:12](=[CH:13][CH:14]=[CH:15][CH:16]=3)[C:11]3([C:21]4=[CH:22][C:23]5[O:27][CH2:26][O:25][C:24]=5[CH:28]=[C:20]4[O:19][CH2:18]3)[C:10]2=[O:29])[CH2:4][CH2:3]1.Br[C:31]1[CH:36]=[CH:35][CH:34]=[CH:33][N:32]=1.C1CCN2C(=NCCC2)CC1.O. The catalyst is [I-].C([N+](CCCC)(CCCC)CCCC)CCC.CN(C=O)C. The product is [N:32]1[CH:33]=[CH:34][CH:35]=[CH:36][C:31]=1[N:2]1[CH2:7][CH2:6][CH:5]([CH2:8][N:9]2[C:17]3[C:12](=[CH:13][CH:14]=[CH:15][CH:16]=3)[C:11]3([C:21]4=[CH:22][C:23]5[O:27][CH2:26][O:25][C:24]=5[CH:28]=[C:20]4[O:19][CH2:18]3)[C:10]2=[O:29])[CH2:4][CH2:3]1. The yield is 0.270. (3) The reactants are [CH3:1][S:2]([C:5]1[CH:6]=[CH:7][C:8]([S:14][CH2:15][C:16]([F:19])([F:18])[F:17])=[C:9]([CH:13]=1)[C:10]([OH:12])=O)(=[O:4])=[O:3].CN(C(ON1N=NC2C=CC=CC1=2)=[N+](C)C)C.[B-](F)(F)(F)F.C(N(C(C)C)C(C)C)C.[F:51][C:52]1[C:53]([N:62]2[CH2:67][CH2:66][NH:65][CH2:64][CH2:63]2)=[N:54][CH:55]=[C:56]([C:58]([F:61])([F:60])[F:59])[CH:57]=1. The catalyst is O1CCCC1.C(OCC)(=O)C.CCCCCCC. The product is [F:51][C:52]1[C:53]([N:62]2[CH2:67][CH2:66][N:65]([C:10]([C:9]3[CH:13]=[C:5]([S:2]([CH3:1])(=[O:3])=[O:4])[CH:6]=[CH:7][C:8]=3[S:14][CH2:15][C:16]([F:19])([F:18])[F:17])=[O:12])[CH2:64][CH2:63]2)=[N:54][CH:55]=[C:56]([C:58]([F:59])([F:60])[F:61])[CH:57]=1. The yield is 0.470.